This data is from Full USPTO retrosynthesis dataset with 1.9M reactions from patents (1976-2016). The task is: Predict the reactants needed to synthesize the given product. Given the product [CH2:9]([O:11][C:12]1[C:17]([CH:18]([CH3:19])[CH3:20])=[CH:16][C:15]([CH:21]([CH3:23])[CH3:22])=[CH:14][C:13]=1[C:24]1[N:28]2[CH:29]=[C:30]([CH:33]=[O:34])[CH:31]=[CH:32][C:27]2=[N:26][CH:25]=1)[CH3:10], predict the reactants needed to synthesize it. The reactants are: C[N+]1([O-])CCOCC1.[CH2:9]([O:11][C:12]1[C:17]([CH:18]([CH3:20])[CH3:19])=[CH:16][C:15]([CH:21]([CH3:23])[CH3:22])=[CH:14][C:13]=1[C:24]1[N:28]2[CH:29]=[C:30]([CH2:33][OH:34])[CH:31]=[CH:32][C:27]2=[N:26][CH:25]=1)[CH3:10].